This data is from Full USPTO retrosynthesis dataset with 1.9M reactions from patents (1976-2016). The task is: Predict the reactants needed to synthesize the given product. (1) Given the product [CH3:33][S:34]([OH:37])(=[O:36])=[O:35].[NH:8]1[CH2:13][CH2:12][CH:11]([NH:14][C:15]([C:17]2[C:21]([NH:22][C:23](=[O:32])[C:24]3[C:29]([Cl:30])=[CH:28][CH:27]=[CH:26][C:25]=3[Cl:31])=[CH:20][NH:19][N:18]=2)=[O:16])[CH2:10][CH2:9]1, predict the reactants needed to synthesize it. The reactants are: C(OC([N:8]1[CH2:13][CH2:12][CH:11]([NH:14][C:15]([C:17]2[C:21]([NH:22][C:23](=[O:32])[C:24]3[C:29]([Cl:30])=[CH:28][CH:27]=[CH:26][C:25]=3[Cl:31])=[CH:20][NH:19][N:18]=2)=[O:16])[CH2:10][CH2:9]1)=O)(C)(C)C.[CH3:33][S:34]([OH:37])(=[O:36])=[O:35]. (2) The reactants are: [F:1][C:2]1[CH:3]=[C:4]([CH2:8][C:9]([OH:11])=O)[CH:5]=[CH:6][CH:7]=1.[CH3:12][O:13][C:14]1[CH:15]=[C:16]([OH:20])[CH:17]=[CH:18][CH:19]=1. Given the product [F:1][C:2]1[CH:3]=[C:4]([CH2:8][C:9]([C:17]2[CH:18]=[CH:19][C:14]([O:13][CH3:12])=[CH:15][C:16]=2[OH:20])=[O:11])[CH:5]=[CH:6][CH:7]=1, predict the reactants needed to synthesize it. (3) Given the product [Cl:1][C:2]1[CH:3]=[C:4]([C:9](=[N:14][O:15][CH3:16])[CH2:10][CH2:11][C:12]([NH:22][OH:23])=[NH:13])[CH:5]=[CH:6][C:7]=1[Cl:8], predict the reactants needed to synthesize it. The reactants are: [Cl:1][C:2]1[CH:3]=[C:4]([C:9](=[N:14][O:15][CH3:16])[CH2:10][CH2:11][C:12]#[N:13])[CH:5]=[CH:6][C:7]=1[Cl:8].S(O)(O)(=O)=O.[NH2:22][OH:23].C(=O)([O-])[O-].[Na+].[Na+]. (4) The reactants are: [CH2:1]([N:8]1[CH2:16][C@@H:15]2[C@:10]([CH3:22])([CH2:11][CH2:12][C:13]3[C:20](Br)=[CH:19][CH:18]=[CH:17][C:14]=32)[CH2:9]1)[C:2]1[CH:7]=[CH:6][CH:5]=[CH:4][CH:3]=1.C(=O)([O-])[O-].[Na+].[Na+].[CH:29](/B(O)O)=[CH:30]/[CH3:31]. Given the product [CH2:1]([N:8]1[CH2:16][C@@H:15]2[C@:10]([CH3:22])([CH2:11][CH2:12][C:13]3[C:20](/[CH:29]=[CH:30]\[CH3:31])=[CH:19][CH:18]=[CH:17][C:14]=32)[CH2:9]1)[C:2]1[CH:7]=[CH:6][CH:5]=[CH:4][CH:3]=1, predict the reactants needed to synthesize it. (5) Given the product [CH3:11][O:12][C:13]1[CH:18]=[CH:17][C:16]([C:19]2[CH:24]=[CH:23][C:22]([CH:25]=[O:28])=[CH:21][CH:20]=2)=[CH:15][CH:14]=1, predict the reactants needed to synthesize it. The reactants are: [H-].C([Al+]CC(C)C)C(C)C.[CH3:11][O:12][C:13]1[CH:18]=[CH:17][C:16]([C:19]2[CH:24]=[CH:23][C:22]([C:25]#N)=[CH:21][CH:20]=2)=[CH:15][CH:14]=1.Cl.[OH2:28]. (6) Given the product [CH2:31]([O:30][CH:29]([O:33][CH2:34][CH3:35])[C@@H:28]([N:16]([CH2:17][C:18]1[C:27]2[C:22](=[CH:23][CH:24]=[CH:25][CH:26]=2)[CH:21]=[CH:20][CH:19]=1)[C:14](=[O:15])[C@@H:13]([NH:12][C:29](=[O:30])[CH2:28][N:16]([CH3:14])[NH:5][C:4]([NH:3][CH2:1][CH3:2])=[O:11])[CH2:37][C:38]1[O:39][CH:40]=[CH:41][CH:42]=1)[CH3:36])[CH3:32], predict the reactants needed to synthesize it. The reactants are: [CH2:1]([NH:3][C:4](=[O:11])[NH:5]OCC(O)=O)[CH3:2].[NH2:12][C@@H:13]([CH2:37][C:38]1[O:39][CH:40]=[CH:41][CH:42]=1)[C:14]([N:16]([C@@H:28]([CH3:36])[CH:29]([O:33][CH2:34][CH3:35])[O:30][CH2:31][CH3:32])[CH2:17][C:18]1[C:27]2[C:22](=[CH:23][CH:24]=[CH:25][CH:26]=2)[CH:21]=[CH:20][CH:19]=1)=[O:15].